Dataset: Catalyst prediction with 721,799 reactions and 888 catalyst types from USPTO. Task: Predict which catalyst facilitates the given reaction. (1) Reactant: [NH2:1][C:2]1[C:3]([C:9](=[N:11][OH:12])[NH2:10])=[N:4][C:5]([Br:8])=[CH:6][N:7]=1.C(N(CC)CC)C.[C:20](Cl)(=[O:27])[C:21]1[CH:26]=[CH:25][CH:24]=[CH:23][CH:22]=1. Product: [NH2:1][C:2]1[C:3]([C:9](=[N:11][O:12][C:20](=[O:27])[C:21]2[CH:26]=[CH:25][CH:24]=[CH:23][CH:22]=2)[NH2:10])=[N:4][C:5]([Br:8])=[CH:6][N:7]=1. The catalyst class is: 2. (2) Reactant: [NH2:1][C@@H:2]1[CH2:6][CH2:5][CH2:4][C@@H:3]1[NH:7][C:8]1[C:13]([Cl:14])=[CH:12][N:11]=[C:10]([NH:15][C:16]2[CH:30]=[CH:29][C:19]3[CH2:20][CH2:21][N:22]([CH2:25][CH2:26][O:27][CH3:28])[CH2:23][CH2:24][C:18]=3[CH:17]=2)[N:9]=1.CCN(CC)CC.[CH3:38][S:39](Cl)(=[O:41])=[O:40]. Product: [Cl:14][C:13]1[C:8]([NH:7][C@H:3]2[CH2:4][CH2:5][CH2:6][C@H:2]2[NH:1][S:39]([CH3:38])(=[O:41])=[O:40])=[N:9][C:10]([NH:15][C:16]2[CH:30]=[CH:29][C:19]3[CH2:20][CH2:21][N:22]([CH2:25][CH2:26][O:27][CH3:28])[CH2:23][CH2:24][C:18]=3[CH:17]=2)=[N:11][CH:12]=1. The catalyst class is: 2. (3) Reactant: [CH2:1]([N:8]1[CH2:13][CH2:12][N:11]([C:14]([O:16][C:17]([CH3:20])([CH3:19])[CH3:18])=[O:15])[C@H:10]([CH2:21][C:22]([OH:24])=O)[CH2:9]1)[C:2]1[CH:7]=[CH:6][CH:5]=[CH:4][CH:3]=1.[NH2:25][C:26]1[CH:31]=[CH:30][CH:29]=[CH:28][CH:27]=1.CN(C(ON1N=NC2C=CC=NC1=2)=[N+](C)C)C.F[P-](F)(F)(F)(F)F. Product: [NH:25]([C:22](=[O:24])[CH2:21][C@@H:10]1[CH2:9][N:8]([CH2:1][C:2]2[CH:7]=[CH:6][CH:5]=[CH:4][CH:3]=2)[CH2:13][CH2:12][N:11]1[C:14]([O:16][C:17]([CH3:18])([CH3:19])[CH3:20])=[O:15])[C:26]1[CH:31]=[CH:30][CH:29]=[CH:28][CH:27]=1. The catalyst class is: 17. (4) Reactant: [OH:1][C:2]1[CH:10]=[CH:9][C:5]([C:6]([OH:8])=[O:7])=[CH:4][CH:3]=1.C(=O)([O-])[O-].[K+].[K+].[I-].[K+].Br[CH2:20][CH2:21][CH2:22][CH2:23][CH2:24][CH2:25][CH2:26][CH2:27][CH2:28][CH2:29][CH2:30][OH:31]. Product: [OH:31][CH2:30][CH2:29][CH2:28][CH2:27][CH2:26][CH2:25][CH2:24][CH2:23][CH2:22][CH2:21][CH2:20][O:1][C:2]1[CH:10]=[CH:9][C:5]([C:6]([OH:8])=[O:7])=[CH:4][CH:3]=1. The catalyst class is: 18.